Task: Regression/Classification. Given a drug SMILES string, predict its absorption, distribution, metabolism, or excretion properties. Task type varies by dataset: regression for continuous measurements (e.g., permeability, clearance, half-life) or binary classification for categorical outcomes (e.g., BBB penetration, CYP inhibition). Dataset: hlm.. Dataset: Human liver microsome stability data (1) The molecule is CC[C@H]1C[C@@H](C(=O)NC[C@H]2CCCO2)CN(Cc2nc(-c3ccccc3)oc2C)C1. The result is 1 (stable in human liver microsomes). (2) The molecule is O=C(O)CC(c1ccccc1)c1c(-c2ccccc2)[nH]c2ccccc12. The result is 0 (unstable in human liver microsomes).